This data is from NCI-60 drug combinations with 297,098 pairs across 59 cell lines. The task is: Regression. Given two drug SMILES strings and cell line genomic features, predict the synergy score measuring deviation from expected non-interaction effect. (1) Drug 1: C1=NC(=NC(=O)N1C2C(C(C(O2)CO)O)O)N. Drug 2: CN(CCCl)CCCl.Cl. Cell line: CCRF-CEM. Synergy scores: CSS=60.8, Synergy_ZIP=0.324, Synergy_Bliss=1.79, Synergy_Loewe=-2.06, Synergy_HSA=4.07. (2) Drug 1: C1C(C(OC1N2C=C(C(=O)NC2=O)F)CO)O. Drug 2: CC1CCCC2(C(O2)CC(NC(=O)CC(C(C(=O)C(C1O)C)(C)C)O)C(=CC3=CSC(=N3)C)C)C. Cell line: M14. Synergy scores: CSS=32.9, Synergy_ZIP=-3.34, Synergy_Bliss=-8.64, Synergy_Loewe=-15.0, Synergy_HSA=-9.25. (3) Synergy scores: CSS=30.3, Synergy_ZIP=-7.59, Synergy_Bliss=-2.20, Synergy_Loewe=0.533, Synergy_HSA=1.58. Cell line: A498. Drug 1: CC1OCC2C(O1)C(C(C(O2)OC3C4COC(=O)C4C(C5=CC6=C(C=C35)OCO6)C7=CC(=C(C(=C7)OC)O)OC)O)O. Drug 2: CCC1(C2=C(COC1=O)C(=O)N3CC4=CC5=C(C=CC(=C5CN(C)C)O)N=C4C3=C2)O.Cl.